Dataset: Catalyst prediction with 721,799 reactions and 888 catalyst types from USPTO. Task: Predict which catalyst facilitates the given reaction. (1) Reactant: [CH:1]1([CH2:6][C@@H:7]([C:20]([NH:22][NH:23][C:24]2[C:29]([F:30])=[C:28]([N:31]3[CH2:36][CH2:35][N:34]([CH3:37])[C@@H:33]([CH3:38])[CH2:32]3)[N:27]=[C:26]([CH3:39])[N:25]=2)=[O:21])[CH2:8][N:9]([O:12]CC2C=CC=CC=2)[CH:10]=[O:11])[CH2:5][CH2:4][CH2:3][CH2:2]1. Product: [CH:1]1([CH2:6][C@@H:7]([C:20]([NH:22][NH:23][C:24]2[C:29]([F:30])=[C:28]([N:31]3[CH2:36][CH2:35][N:34]([CH3:37])[C@@H:33]([CH3:38])[CH2:32]3)[N:27]=[C:26]([CH3:39])[N:25]=2)=[O:21])[CH2:8][N:9]([OH:12])[CH:10]=[O:11])[CH2:5][CH2:4][CH2:3][CH2:2]1. The catalyst class is: 5. (2) Reactant: COC1C=CC(C2(C3N4N=C(C5C=CC=CC=5)C=NC4=NN=3)CC2)=CC=1.C[O:28][C:29]1[CH:34]=[CH:33][C:32]([C:35]2([C:38]3[N:42]4[N:43]=[CH:44][C:45]([C:47]5[CH:52]=[CH:51][CH:50]=[CH:49][CH:48]=5)=[N:46][C:41]4=[N:40][N:39]=3)[CH2:37][CH2:36]2)=[CH:31][CH:30]=1.B(Br)(Br)Br. Product: [C:47]1([C:45]2[CH:44]=[N:43][N:42]3[C:38]([C:35]4([C:32]5[CH:31]=[CH:30][C:29]([OH:28])=[CH:34][CH:33]=5)[CH2:37][CH2:36]4)=[N:39][N:40]=[C:41]3[N:46]=2)[CH:48]=[CH:49][CH:50]=[CH:51][CH:52]=1. The catalyst class is: 2. (3) Reactant: CN(C)C=O.[NH2:6][C:7]1[CH:12]=[CH:11][C:10]([C:13]2[NH:17][C:16]([CH:18]3[N:26]4[C:21](=[CH:22][C:23]([C:28]5[CH:33]=[C:32]([Cl:34])[CH:31]=[CH:30][C:29]=5[N:35]5[CH:39]=[N:38][N:37]=[N:36]5)=[CH:24][C:25]4=[O:27])[CH2:20][CH2:19]3)=[N:15][CH:14]=2)=[CH:9][CH:8]=1.[CH3:40][N:41]([CH3:46])[CH2:42][C:43](O)=[O:44]. Product: [Cl:34][C:32]1[CH:31]=[CH:30][C:29]([N:35]2[CH:39]=[N:38][N:37]=[N:36]2)=[C:28]([C:23]2[CH:22]=[C:21]3[N:26]([CH:18]([C:16]4[NH:17][C:13]([C:10]5[CH:9]=[CH:8][C:7]([NH:6][C:43](=[O:44])[CH2:42][N:41]([CH3:46])[CH3:40])=[CH:12][CH:11]=5)=[CH:14][N:15]=4)[CH2:19][CH2:20]3)[C:25](=[O:27])[CH:24]=2)[CH:33]=1. The catalyst class is: 17. (4) Reactant: C([O:3][C:4](=O)[CH:5]([CH2:11][C:12]1[CH:17]=[CH:16][C:15]([O:18][C:19]([F:22])([F:21])[F:20])=[CH:14][CH:13]=1)[C:6](OCC)=[O:7])C.[H-].[Al+3].[Li+].[H-].[H-].[H-].Cl. Product: [F:20][C:19]([F:21])([F:22])[O:18][C:15]1[CH:14]=[CH:13][C:12]([CH2:11][CH:5]([CH2:6][OH:7])[CH2:4][OH:3])=[CH:17][CH:16]=1. The catalyst class is: 7. (5) Reactant: P(Cl)(Cl)(Cl)=O.[CH3:6][C:7]1[O:8][CH:9]=[CH:10][C:11]=1[CH3:12].[OH-].[Na+].CN([CH:18]=[O:19])C. Product: [CH3:12][C:11]1[CH:10]=[C:9]([CH:18]=[O:19])[O:8][C:7]=1[CH3:6]. The catalyst class is: 6.